Task: Regression. Given two drug SMILES strings and cell line genomic features, predict the synergy score measuring deviation from expected non-interaction effect.. Dataset: NCI-60 drug combinations with 297,098 pairs across 59 cell lines (1) Drug 1: CN(CC1=CN=C2C(=N1)C(=NC(=N2)N)N)C3=CC=C(C=C3)C(=O)NC(CCC(=O)O)C(=O)O. Drug 2: CCC(=C(C1=CC=CC=C1)C2=CC=C(C=C2)OCCN(C)C)C3=CC=CC=C3.C(C(=O)O)C(CC(=O)O)(C(=O)O)O. Cell line: SR. Synergy scores: CSS=57.0, Synergy_ZIP=2.05, Synergy_Bliss=1.84, Synergy_Loewe=-47.3, Synergy_HSA=-0.597. (2) Drug 1: CC=C1C(=O)NC(C(=O)OC2CC(=O)NC(C(=O)NC(CSSCCC=C2)C(=O)N1)C(C)C)C(C)C. Drug 2: C1=NC(=NC(=O)N1C2C(C(C(O2)CO)O)O)N. Cell line: NCI-H226. Synergy scores: CSS=52.4, Synergy_ZIP=-1.70, Synergy_Bliss=-2.57, Synergy_Loewe=-1.88, Synergy_HSA=0.855. (3) Drug 1: CC1=C(C(=CC=C1)Cl)NC(=O)C2=CN=C(S2)NC3=CC(=NC(=N3)C)N4CCN(CC4)CCO. Drug 2: CS(=O)(=O)CCNCC1=CC=C(O1)C2=CC3=C(C=C2)N=CN=C3NC4=CC(=C(C=C4)OCC5=CC(=CC=C5)F)Cl. Cell line: OVCAR3. Synergy scores: CSS=30.9, Synergy_ZIP=2.73, Synergy_Bliss=0.0739, Synergy_Loewe=3.25, Synergy_HSA=2.17.